Dataset: Plasma protein binding rate (PPBR) regression data from AstraZeneca. Task: Regression/Classification. Given a drug SMILES string, predict its absorption, distribution, metabolism, or excretion properties. Task type varies by dataset: regression for continuous measurements (e.g., permeability, clearance, half-life) or binary classification for categorical outcomes (e.g., BBB penetration, CYP inhibition). For this dataset (ppbr_az), we predict Y. (1) The drug is CC#Cc1ccnc(-c2cc(C3(C4CC4)N=C(C)C(N)=N3)ccc2O)c1. The Y is 99.4 %. (2) The compound is COc1c(N2C[C@@H]3CCCN[C@@H]3C2)c(F)cc2c(=O)c(C(=O)O)cn(C3CC3)c12. The Y is 30.9 %. (3) The compound is CCN(Cc1cccc2ccccc12)c1cc(N2CCOCC2)nc(=O)[nH]1. The Y is 96.4 %. (4) The compound is CC[C@H](CO)Nc1nc(SCc2cccc(F)c2F)nc2nc(N)sc12. The Y is 98.5 %. (5) The compound is CON(C)C(=O)c1c(Cn2c(C)nc(Cl)c2Cl)sc2c1c(=O)n(C)c(=O)n2CC(C)C. The Y is 64.0 %.